Regression. Given two drug SMILES strings and cell line genomic features, predict the synergy score measuring deviation from expected non-interaction effect. From a dataset of NCI-60 drug combinations with 297,098 pairs across 59 cell lines. (1) Drug 1: CC1=C(C=C(C=C1)NC2=NC=CC(=N2)N(C)C3=CC4=NN(C(=C4C=C3)C)C)S(=O)(=O)N.Cl. Drug 2: C1C(C(OC1N2C=NC3=C(N=C(N=C32)Cl)N)CO)O. Cell line: SF-268. Synergy scores: CSS=-5.48, Synergy_ZIP=1.97, Synergy_Bliss=1.49, Synergy_Loewe=-4.97, Synergy_HSA=-3.03. (2) Drug 1: COC1=NC(=NC2=C1N=CN2C3C(C(C(O3)CO)O)O)N. Drug 2: CCCCC(=O)OCC(=O)C1(CC(C2=C(C1)C(=C3C(=C2O)C(=O)C4=C(C3=O)C=CC=C4OC)O)OC5CC(C(C(O5)C)O)NC(=O)C(F)(F)F)O. Cell line: OVCAR-5. Synergy scores: CSS=44.8, Synergy_ZIP=0.914, Synergy_Bliss=0.504, Synergy_Loewe=-4.32, Synergy_HSA=4.32. (3) Drug 1: CS(=O)(=O)C1=CC(=C(C=C1)C(=O)NC2=CC(=C(C=C2)Cl)C3=CC=CC=N3)Cl. Drug 2: CC1=C(C(CCC1)(C)C)C=CC(=CC=CC(=CC(=O)O)C)C. Cell line: 786-0. Synergy scores: CSS=1.00, Synergy_ZIP=-2.88, Synergy_Bliss=0.202, Synergy_Loewe=-0.996, Synergy_HSA=-0.904. (4) Drug 1: C1=NC2=C(N1)C(=S)N=C(N2)N. Drug 2: CC1=C(C(CCC1)(C)C)C=CC(=CC=CC(=CC(=O)O)C)C. Cell line: CAKI-1. Synergy scores: CSS=50.5, Synergy_ZIP=-3.58, Synergy_Bliss=-3.14, Synergy_Loewe=2.54, Synergy_HSA=4.04. (5) Drug 1: C1CCC(C1)C(CC#N)N2C=C(C=N2)C3=C4C=CNC4=NC=N3. Drug 2: C1=NNC2=C1C(=O)NC=N2. Cell line: SR. Synergy scores: CSS=34.0, Synergy_ZIP=0.516, Synergy_Bliss=-1.57, Synergy_Loewe=-38.6, Synergy_HSA=-4.35. (6) Drug 1: C1CC(=O)NC(=O)C1N2CC3=C(C2=O)C=CC=C3N. Drug 2: C1=C(C(=O)NC(=O)N1)N(CCCl)CCCl. Cell line: CCRF-CEM. Synergy scores: CSS=58.8, Synergy_ZIP=-4.94, Synergy_Bliss=-5.88, Synergy_Loewe=-19.8, Synergy_HSA=-1.72.